Dataset: Reaction yield outcomes from USPTO patents with 853,638 reactions. Task: Predict the reaction yield, written as a fraction of the theoretical maximum amount of product (1.0 means a 100% yield; for example, 0.34 means a 34% yield). (1) The reactants are [CH:1]([O:4][C:5]([N:7]1[CH2:12][CH2:11][CH:10]([O:13][C:14]2[C:19]([CH3:20])=[C:18]([NH:21][C:22]3[C:23]([CH3:29])=[N:24][C:25](Cl)=[CH:26][CH:27]=3)[N:17]=[CH:16][N:15]=2)[CH2:9][CH2:8]1)=[O:6])([CH3:3])[CH3:2].[NH:30]1[CH2:35][CH2:34][O:33][CH2:32][CH2:31]1. No catalyst specified. The product is [CH:1]([O:4][C:5]([N:7]1[CH2:12][CH2:11][CH:10]([O:13][C:14]2[C:19]([CH3:20])=[C:18]([NH:21][C:22]3[C:23]([CH3:29])=[N:24][C:25]([N:30]4[CH2:35][CH2:34][O:33][CH2:32][CH2:31]4)=[CH:26][CH:27]=3)[N:17]=[CH:16][N:15]=2)[CH2:9][CH2:8]1)=[O:6])([CH3:3])[CH3:2]. The yield is 0.580. (2) The catalyst is [OH-].[K+].CCO. The product is [N:1]1([CH2:6][CH2:7][O:8][C:9]2[CH:10]=[C:11]3[C:16](=[CH:17][CH:18]=2)[C:15](=[O:19])[C:14](=[CH:25][C:21]2[S:20][CH:24]=[CH:23][CH:22]=2)[CH2:13][CH2:12]3)[CH:5]=[CH:4][N:3]=[CH:2]1. The yield is 0.670. The reactants are [N:1]1([CH2:6][CH2:7][O:8][C:9]2[CH:10]=[C:11]3[C:16](=[CH:17][CH:18]=2)[C:15](=[O:19])[CH2:14][CH2:13][CH2:12]3)[CH:5]=[CH:4][N:3]=[CH:2]1.[S:20]1[CH:24]=[CH:23][CH:22]=[C:21]1[CH:25]=O. (3) The reactants are [CH2:1]([O:8][N:9]1[C:15](=[O:16])[N:14]2[CH2:17][C@H:10]1[CH2:11][CH2:12][C@H:13]2[C:18]([OH:20])=[O:19])[C:2]1[CH:7]=[CH:6][CH:5]=[CH:4][CH:3]=1.CN1CCOCC1.ClC(OCC(C)C)=O.O[N:37]1[C:41](=[O:42])[CH2:40][CH2:39][C:38]1=[O:43]. The catalyst is ClCCl. The product is [CH2:1]([O:8][N:9]1[C:15](=[O:16])[N:14]2[CH2:17][C@H:10]1[CH2:11][CH2:12][C@H:13]2[C:18]([O:20][N:37]1[C:41](=[O:42])[CH2:40][CH2:39][C:38]1=[O:43])=[O:19])[C:2]1[CH:7]=[CH:6][CH:5]=[CH:4][CH:3]=1. The yield is 0.590. (4) The reactants are [Cl:1][C:2]1[S:6][C:5]([C:7]([OH:9])=O)=[CH:4][C:3]=1[C:10]1[N:14]([CH3:15])[N:13]=[CH:12][CH:11]=1.[NH2:16][C@@H:17]([CH2:30][C:31]1[CH:36]=[C:35]([F:37])[CH:34]=[CH:33][C:32]=1[F:38])[CH2:18][N:19]1[C:27](=[O:28])[C:26]2[C:21](=[CH:22][CH:23]=[CH:24][CH:25]=2)[C:20]1=[O:29].FC1C=CC=C(F)C=1C[C@@H](C(O)=O)N.C1CN([P+](Br)(N2CCCC2)N2CCCC2)CC1.F[P-](F)(F)(F)(F)F.CCN(C(C)C)C(C)C. The catalyst is C(Cl)(Cl)Cl. The product is [Cl:1][C:2]1[S:6][C:5]([C:7]([NH:16][C@H:17]([CH2:18][N:19]2[C:27](=[O:28])[C:26]3[C:21](=[CH:22][CH:23]=[CH:24][CH:25]=3)[C:20]2=[O:29])[CH2:30][C:31]2[CH:36]=[C:35]([F:37])[CH:34]=[CH:33][C:32]=2[F:38])=[O:9])=[CH:4][C:3]=1[C:10]1[N:14]([CH3:15])[N:13]=[CH:12][CH:11]=1. The yield is 0.710.